From a dataset of Reaction yield outcomes from USPTO patents with 853,638 reactions. Predict the reaction yield, written as a fraction of the theoretical maximum amount of product (1.0 means a 100% yield; for example, 0.34 means a 34% yield). (1) The reactants are Cl.[CH2:2]([N:9]1[CH:17]=[C:16]2[C:11]([CH:12]=[C:13]([C:18]3[CH:19]=[C:20]([C:28]4[N:29]=[C:30]([CH:33]5[CH2:38][CH2:37][NH:36][CH2:35][CH2:34]5)[S:31][CH:32]=4)[N:21]4[C:26]=3[C:25]([NH2:27])=[N:24][CH:23]=[N:22]4)[CH:14]=[CH:15]2)=[N:10]1)[C:3]1[CH:8]=[CH:7][CH:6]=[CH:5][CH:4]=1.[CH3:39][N:40]([CH3:45])[CH2:41][C:42](O)=[O:43].CCN=C=NCCCN(C)C.Cl.C1C=CC2N(O)N=NC=2C=1.C(N(CC)C(C)C)(C)C. The catalyst is CN(C=O)C. The product is [CH2:2]([N:9]1[CH:17]=[C:16]2[C:11]([CH:12]=[C:13]([C:18]3[CH:19]=[C:20]([C:28]4[N:29]=[C:30]([CH:33]5[CH2:38][CH2:37][N:36]([C:42](=[O:43])[CH2:41][N:40]([CH3:45])[CH3:39])[CH2:35][CH2:34]5)[S:31][CH:32]=4)[N:21]4[C:26]=3[C:25]([NH2:27])=[N:24][CH:23]=[N:22]4)[CH:14]=[CH:15]2)=[N:10]1)[C:3]1[CH:4]=[CH:5][CH:6]=[CH:7][CH:8]=1. The yield is 0.200. (2) The reactants are [OH:1][C:2]1([CH3:15])[CH2:7][CH2:6][N:5]([C:8]([O:10][C:11]([CH3:14])([CH3:13])[CH3:12])=[O:9])[CH2:4][CH2:3]1.[H-].[Na+].[CH2:18](Br)[CH:19]=[CH2:20]. The catalyst is CN(C=O)C. The product is [CH2:20]([O:1][C:2]1([CH3:15])[CH2:3][CH2:4][N:5]([C:8]([O:10][C:11]([CH3:14])([CH3:13])[CH3:12])=[O:9])[CH2:6][CH2:7]1)[CH:19]=[CH2:18]. The yield is 0.610. (3) The reactants are [N:1]1[C:5]2[CH:6]=[CH:7][CH:8]=[CH:9][C:4]=2[NH:3][C:2]=1[CH2:10][C:11]#[N:12].[Cl:13][C:14]1[N:19]=[C:18](Cl)[C:17]([CH3:21])=[CH:16][N:15]=1. No catalyst specified. The product is [Cl:13][C:14]1[N:19]=[C:18]([CH:10]([CH:2]2[NH:1][C:5]3[CH:6]=[CH:7][CH:8]=[CH:9][C:4]=3[NH:3]2)[C:11]#[N:12])[C:17]([CH3:21])=[CH:16][N:15]=1. The yield is 0.600. (4) The reactants are C1(P(=O)(C2C=CC=CC=2)C2C=CC=CC=2)C=CC=CC=1.FC(F)(F)S(OS(C(F)(F)F)(=O)=O)(=O)=O.C([S:43][C:44]1([CH2:50][NH:51][C:52]([C:54]2[NH:55][C:56]3[C:61]([CH:62]=2)=[CH:60][CH:59]=[CH:58][C:57]=3[N:63]([CH3:72])[S:64]([C:67]2[S:68][CH:69]=[CH:70][CH:71]=2)(=[O:66])=[O:65])=O)[CH2:49][CH2:48][O:47][CH2:46][CH2:45]1)C1C=CC=CC=1.C(=O)([O-])O.[Na+]. The catalyst is C(#N)C. The product is [CH3:72][N:63]([C:57]1[CH:58]=[CH:59][CH:60]=[C:61]2[C:56]=1[NH:55][C:54]([C:52]1[S:43][C:44]3([CH2:49][CH2:48][O:47][CH2:46][CH2:45]3)[CH2:50][N:51]=1)=[CH:62]2)[S:64]([C:67]1[S:68][CH:69]=[CH:70][CH:71]=1)(=[O:66])=[O:65]. The yield is 0.360. (5) The reactants are [Br:1][C:2]1[CH:9]=[CH:8][C:5]([CH:6]=[O:7])=[CH:4][C:3]=1[CH2:10][CH3:11].[BH4-].[Na+]. The catalyst is C1COCC1. The product is [Br:1][C:2]1[CH:9]=[CH:8][C:5]([CH2:6][OH:7])=[CH:4][C:3]=1[CH2:10][CH3:11]. The yield is 0.860. (6) The reactants are [NH2:1][CH2:2][CH:3]([OH:5])[CH3:4].[CH3:6][C:7]([O:10][C:11](O[C:11]([O:10][C:7]([CH3:9])([CH3:8])[CH3:6])=[O:12])=[O:12])([CH3:9])[CH3:8]. The catalyst is C(Cl)Cl. The product is [CH3:4][CH:3]([OH:5])[CH2:2][NH:1][C:11]([O:10][C:7]([CH3:9])([CH3:8])[CH3:6])=[O:12]. The yield is 0.986. (7) The reactants are [CH3:1][O:2][CH2:3][N:4]1[C:8]2[CH:9]=[CH:10][C:11]([CH:13]([C:15]3[CH:19]=[CH:18][N:17]([C:20]4[N:25]=[CH:24][C:23]([CH2:26][O:27][CH2:28][C:29](OCC)=[O:30])=[CH:22][CH:21]=4)[N:16]=3)[CH3:14])=[CH:12][C:7]=2[S:6][C:5]1=[O:34].[BH4-].[Li+]. The catalyst is O1CCCC1. The product is [OH:30][CH2:29][CH2:28][O:27][CH2:26][C:23]1[CH:22]=[CH:21][C:20]([N:17]2[CH:18]=[CH:19][C:15]([CH:13]([C:11]3[CH:10]=[CH:9][C:8]4[N:4]([CH2:3][O:2][CH3:1])[C:5](=[O:34])[S:6][C:7]=4[CH:12]=3)[CH3:14])=[N:16]2)=[N:25][CH:24]=1. The yield is 0.910.